From a dataset of Catalyst prediction with 721,799 reactions and 888 catalyst types from USPTO. Predict which catalyst facilitates the given reaction. (1) Reactant: [Cl:1][C:2]1[CH:3]=[C:4]([C:12]2[S:16][C:15]([C:17]3[C:18]([CH2:26][CH3:27])=[C:19]([CH2:23][CH:24]=O)[CH:20]=[CH:21][CH:22]=3)=[N:14][N:13]=2)[CH:5]=[CH:6][C:7]=1[O:8][CH:9]([CH3:11])[CH3:10].[NH:28]1[CH2:32][CH2:31][CH:30]([C:33]([OH:35])=[O:34])[CH2:29]1.CC(O)=O.C(O[BH-](OC(=O)C)OC(=O)C)(=O)C.[Na+]. Product: [Cl:1][C:2]1[CH:3]=[C:4]([C:12]2[S:16][C:15]([C:17]3[C:18]([CH2:26][CH3:27])=[C:19]([CH2:23][CH2:24][N:28]4[CH2:32][CH2:31][CH:30]([C:33]([OH:35])=[O:34])[CH2:29]4)[CH:20]=[CH:21][CH:22]=3)=[N:14][N:13]=2)[CH:5]=[CH:6][C:7]=1[O:8][CH:9]([CH3:11])[CH3:10]. The catalyst class is: 46. (2) Reactant: [CH3:1][O:2][C:3]1[CH:12]=[C:11]2[C:6]([CH2:7][CH2:8][CH:9]=[C:10]2[CH2:13][C:14]#[N:15])=[CH:5][CH:4]=1.C(OCC=C)(=O)C(C)=C. Product: [CH3:1][O:2][C:3]1[CH:12]=[C:11]2[C:6]([CH:7]=[CH:8][CH:9]=[C:10]2[CH2:13][C:14]#[N:15])=[CH:5][CH:4]=1. The catalyst class is: 787. (3) Reactant: C(N(C(C)C)CC)(C)C.Cl[C:11]1[N:16]=[C:15]([Cl:17])[N:14]=[C:13]([NH:18][C:19]2[NH:23][N:22]=[C:21]([CH:24]3[CH2:26][CH2:25]3)[CH:20]=2)[N:12]=1.[F:27][C:28]1[N:33]=[CH:32][C:31]([NH:34][C:35]([C@:37]2([CH3:42])[CH2:41][CH2:40][CH2:39][NH:38]2)=[O:36])=[CH:30][CH:29]=1. Product: [Cl:17][C:15]1[N:14]=[C:13]([NH:18][C:19]2[NH:23][N:22]=[C:21]([CH:24]3[CH2:26][CH2:25]3)[CH:20]=2)[N:12]=[C:11]([N:38]2[CH2:39][CH2:40][CH2:41][C@@:37]2([CH3:42])[C:35]([NH:34][C:31]2[CH:32]=[N:33][C:28]([F:27])=[CH:29][CH:30]=2)=[O:36])[N:16]=1. The catalyst class is: 1. (4) Reactant: [CH3:1][C:2]1[CH:7]=[C:6]([O:8][C:9]2[CH:14]=[CH:13][CH:12]=[CH:11][CH:10]=2)[CH:5]=[CH:4][C:3]=1[C:15]1[C:23]2[C:22]([NH2:24])=[N:21][CH:20]=[N:19][C:18]=2[N:17]([C@H:25]2[CH2:30][CH2:29][C@H:28]([N:31]3[CH2:36][CH2:35][N:34]([CH3:37])[CH2:33][CH2:32]3)[CH2:27][CH2:26]2)[CH:16]=1.[C:38]([OH:45])(=[O:44])/[CH:39]=[CH:40]\[C:41]([OH:43])=[O:42]. Product: [C:38]([OH:45])(=[O:44])/[CH:39]=[CH:40]\[C:41]([OH:43])=[O:42].[C:38]([OH:45])(=[O:44])/[CH:39]=[CH:40]\[C:41]([OH:43])=[O:42].[C:38]([OH:45])(=[O:44])/[CH:39]=[CH:40]\[C:41]([OH:43])=[O:42].[CH3:1][C:2]1[CH:7]=[C:6]([O:8][C:9]2[CH:10]=[CH:11][CH:12]=[CH:13][CH:14]=2)[CH:5]=[CH:4][C:3]=1[C:15]1[C:23]2[C:22]([NH2:24])=[N:21][CH:20]=[N:19][C:18]=2[N:17]([C@H:25]2[CH2:26][CH2:27][C@H:28]([N:31]3[CH2:32][CH2:33][N:34]([CH3:37])[CH2:35][CH2:36]3)[CH2:29][CH2:30]2)[CH:16]=1. The catalyst class is: 8. (5) Reactant: [C:1]1([CH3:11])[CH:6]=[CH:5][C:4]([S:7](Cl)(=[O:9])=[O:8])=[CH:3][CH:2]=1.[Cl:12][C:13]1[C:17]2[C:18]3[O:23][C@@H:22]([CH2:24][OH:25])[CH2:21][O:20][C:19]=3[CH:26]=[CH:27][C:16]=2[S:15][CH:14]=1.O. The catalyst class is: 119. Product: [C:1]1([CH3:11])[CH:6]=[CH:5][C:4]([S:7]([O:25][CH2:24][C@@H:22]2[CH2:21][O:20][C:19]3[CH:26]=[CH:27][C:16]4[S:15][CH:14]=[C:13]([Cl:12])[C:17]=4[C:18]=3[O:23]2)(=[O:9])=[O:8])=[CH:3][CH:2]=1. (6) Reactant: [CH:1]1([N:7]2[CH2:11][CH2:10][C:9]([CH2:16][C:17]3[C:22]([Cl:23])=[CH:21][CH:20]=[CH:19][C:18]=3[Cl:24])([C:12]([O:14]C)=[O:13])[C:8]2=[O:25])[CH2:6][CH2:5][CH2:4][CH2:3][CH2:2]1.[OH-].[Na+].Cl. Product: [CH:1]1([N:7]2[CH2:11][CH2:10][C:9]([CH2:16][C:17]3[C:22]([Cl:23])=[CH:21][CH:20]=[CH:19][C:18]=3[Cl:24])([C:12]([OH:14])=[O:13])[C:8]2=[O:25])[CH2:6][CH2:5][CH2:4][CH2:3][CH2:2]1. The catalyst class is: 5. (7) Reactant: Cl[C:2]1[N:10]=[CH:9][N:8]=[C:7]2[C:3]=1[N:4]=[C:5]([C:11]1[S:15][C:14]([CH3:16])=[N:13][CH:12]=1)[NH:6]2.[O:17]1[CH2:22][CH2:21][CH:20]([O:23][C:24]2[CH:31]=[CH:30][C:29](B3OC(C)(C)C(C)(C)O3)=[CH:28][C:25]=2[C:26]#[N:27])[CH2:19][CH2:18]1.C(=O)([O-])[O-].[Cs+].[Cs+].O1CCOCC1. Product: [CH3:16][C:14]1[S:15][C:11]([C:5]2[NH:6][C:7]3[C:3]([N:4]=2)=[C:2]([C:29]2[CH:30]=[CH:31][C:24]([O:23][CH:20]4[CH2:21][CH2:22][O:17][CH2:18][CH2:19]4)=[C:25]([CH:28]=2)[C:26]#[N:27])[N:10]=[CH:9][N:8]=3)=[CH:12][N:13]=1. The catalyst class is: 6.